This data is from Reaction yield outcomes from USPTO patents with 853,638 reactions. The task is: Predict the reaction yield, written as a fraction of the theoretical maximum amount of product (1.0 means a 100% yield; for example, 0.34 means a 34% yield). (1) The reactants are [F:1][C:2]1[CH:36]=[C:35]([N+:37]([O-])=O)[CH:34]=[CH:33][C:3]=1[O:4][C:5]1[CH:10]=[CH:9][N:8]=[C:7]2[CH:11]=[C:12]([C:14]3[N:15]([CH3:32])[C:16]([CH2:19][N:20]([CH2:28][CH2:29][O:30][CH3:31])[C:21](=[O:27])[O:22][C:23]([CH3:26])([CH3:25])[CH3:24])=[CH:17][N:18]=3)[S:13][C:6]=12.[Cl-].[NH4+]. The catalyst is CO.O.[Zn]. The product is [NH2:37][C:35]1[CH:34]=[CH:33][C:3]([O:4][C:5]2[CH:10]=[CH:9][N:8]=[C:7]3[CH:11]=[C:12]([C:14]4[N:15]([CH3:32])[C:16]([CH2:19][N:20]([CH2:28][CH2:29][O:30][CH3:31])[C:21](=[O:27])[O:22][C:23]([CH3:26])([CH3:25])[CH3:24])=[CH:17][N:18]=4)[S:13][C:6]=23)=[C:2]([F:1])[CH:36]=1. The yield is 1.00. (2) The catalyst is C(#N)C.CC(O)(C)C.O. The product is [Cl:1][C:2]1[CH:10]=[C:9]2[C:5]([C:6]([C:11]([OH:32])=[O:12])=[CH:7][NH:8]2)=[CH:4][C:3]=1[C:13]1[CH:18]=[CH:17][C:16]([CH:19]2[O:24][CH2:23][C:22](=[O:25])[NH:21][CH2:20]2)=[CH:15][CH:14]=1. The yield is 0.260. The reactants are [Cl:1][C:2]1[CH:10]=[C:9]2[C:5]([C:6]([CH:11]=[O:12])=[CH:7][NH:8]2)=[CH:4][C:3]=1[C:13]1[CH:18]=[CH:17][C:16]([CH:19]2[O:24][CH2:23][C:22](=[O:25])[NH:21][CH2:20]2)=[CH:15][CH:14]=1.CC(=CC)C.Cl([O-])=[O:32].[Na+].O.OP([O-])(O)=O.[Na+].S([O-])([O-])=O.[Na+].[Na+].